Task: Predict the reactants needed to synthesize the given product.. Dataset: Full USPTO retrosynthesis dataset with 1.9M reactions from patents (1976-2016) (1) Given the product [CH3:31][O:1][C:2]1[CH:11]=[CH:10][C:9]([S:12]([C:15]2[CH:16]=[CH:17][C:18]([CH2:21][CH2:22][CH2:23][NH:24][C:25](=[O:30])[C:26]([F:29])([F:27])[F:28])=[CH:19][CH:20]=2)(=[O:14])=[O:13])=[CH:8][C:3]=1[C:4]([O:6][CH3:7])=[O:5], predict the reactants needed to synthesize it. The reactants are: [OH:1][C:2]1[CH:11]=[CH:10][C:9]([S:12]([C:15]2[CH:20]=[CH:19][C:18]([CH2:21][CH2:22][CH2:23][NH:24][C:25](=[O:30])[C:26]([F:29])([F:28])[F:27])=[CH:17][CH:16]=2)(=[O:14])=[O:13])=[CH:8][C:3]=1[C:4]([O:6][CH3:7])=[O:5].[C:31](=O)([O-])[O-].[K+].[K+].IC. (2) Given the product [OH:8][C:9]1[CH:10]=[C:11]2[C:15](=[CH:16][CH:17]=1)[N:14]([C:18]([O:20][C:21]([CH3:24])([CH3:23])[CH3:22])=[O:19])[CH:13]=[CH:12]2, predict the reactants needed to synthesize it. The reactants are: C([O:8][C:9]1[CH:10]=[C:11]2[C:15](=[CH:16][CH:17]=1)[N:14]([C:18]([O:20][C:21]([CH3:24])([CH3:23])[CH3:22])=[O:19])[CH:13]=[CH:12]2)C1C=CC=CC=1.C([O-])=O.[NH4+]. (3) Given the product [C:20]([N:18]1[CH:19]=[C:15]([C:13]2[NH:28][C:4](=[O:3])[C:6]3[N:7]([CH:8]=[C:9]([CH3:11])[CH:10]=3)[CH:12]=2)[CH:16]=[N:17]1)([CH3:23])([CH3:22])[CH3:21], predict the reactants needed to synthesize it. The reactants are: C([O:3][C:4]([C:6]1[N:7]([CH2:12][C:13]([C:15]2[CH:16]=[N:17][N:18]([C:20]([CH3:23])([CH3:22])[CH3:21])[CH:19]=2)=O)[CH:8]=[C:9]([CH3:11])[CH:10]=1)=O)C.C([O-])(=O)C.[NH4+:28].O. (4) Given the product [F:40][C:34]1[CH:35]=[CH:36][C:37]([F:39])=[CH:38][C:33]=1[CH2:32][O:29][C:28]1[C:23]2[N:24]([C:20]([C:18]([NH:17][C@H:10]([C:11]3[CH:12]=[CH:13][CH:14]=[CH:15][CH:16]=3)[CH2:9][OH:8])=[O:19])=[C:21]([CH3:30])[N:22]=2)[CH:25]=[CH:26][CH:27]=1, predict the reactants needed to synthesize it. The reactants are: [Si]([O:8][CH2:9][C@H:10]([NH:17][C:18]([C:20]1[N:24]2[CH:25]=[CH:26][CH:27]=[C:28]([OH:29])[C:23]2=[N:22][C:21]=1[CH3:30])=[O:19])[C:11]1[CH:16]=[CH:15][CH:14]=[CH:13][CH:12]=1)(C(C)(C)C)(C)C.Br[CH2:32][C:33]1[CH:38]=[C:37]([F:39])[CH:36]=[CH:35][C:34]=1[F:40].C(=O)([O-])[O-].[K+].[K+].CN(C=O)C. (5) The reactants are: [CH3:1][O:2][C:3]1[N:8]=[CH:7][C:6]([CH:9]=[CH:10][CH2:11][NH:12][C:13](=[O:21])[C:14]2[CH:19]=[CH:18][CH:17]=[CH:16][C:15]=2I)=[CH:5][CH:4]=1.C(N(CC)CC)C. Given the product [CH3:1][O:2][C:3]1[N:8]=[CH:7][C:6]([CH2:9][C:10]2[C:19]3[C:14](=[CH:15][CH:16]=[CH:17][CH:18]=3)[C:13](=[O:21])[NH:12][CH:11]=2)=[CH:5][CH:4]=1, predict the reactants needed to synthesize it. (6) Given the product [NH:11]([C:23]1([C:30]([O:32][CH2:33][CH3:34])=[O:31])[CH2:27][C:26](=[O:28])[NH:25][C:24]1=[O:29])[NH2:12], predict the reactants needed to synthesize it. The reactants are: C(OC([N:11]([C:23]1([C:30]([O:32][CH2:33][CH3:34])=[O:31])[CH2:27][C:26](=[O:28])[NH:25][C:24]1=[O:29])[NH:12]C(OCC1C=CC=CC=1)=O)=O)C1C=CC=CC=1.[H][H]. (7) Given the product [C:1]1([C:23]2[CH:24]=[CH:25][CH:26]=[CH:27][CH:28]=2)[CH:2]=[CH:3][C:4]([CH2:7][C@H:8]([NH:15][C:16]([O:18][C:19]([CH3:22])([CH3:20])[CH3:21])=[O:17])[CH2:9][C@@H:10]([CH3:14])[C:11]([OH:13])=[O:12])=[CH:5][CH:6]=1, predict the reactants needed to synthesize it. The reactants are: [C:1]1([C:23]2[CH:28]=[CH:27][CH:26]=[CH:25][CH:24]=2)[CH:6]=[CH:5][C:4]([CH2:7][C@H:8]([NH:15][C:16]([O:18][C:19]([CH3:22])([CH3:21])[CH3:20])=[O:17])/[CH:9]=[C:10](\[CH3:14])/[C:11]([OH:13])=[O:12])=[CH:3][CH:2]=1. (8) The reactants are: C(OC([N:8]1[CH2:13][CH2:12][CH:11]([C:14]2[CH:22]=[CH:21][CH:20]=[CH:19][C:15]=2[C:16]([OH:18])=O)[CH2:10][CH2:9]1)=O)(C)(C)C.[NH2:23][CH2:24][CH:25]([OH:28])[CH2:26][OH:27].CN(C(ON1N=NC2C=CC=CC1=2)=[N+](C)C)C.F[P-](F)(F)(F)(F)F.CCN(C(C)C)C(C)C. Given the product [OH:28][CH:25]([CH2:26][OH:27])[CH2:24][NH:23][C:16](=[O:18])[C:15]1[CH:19]=[CH:20][CH:21]=[CH:22][C:14]=1[CH:11]1[CH2:10][CH2:9][NH:8][CH2:13][CH2:12]1, predict the reactants needed to synthesize it. (9) Given the product [F:10][C:5]1[CH:4]=[CH:3][C:2]([C:16]2[CH:15]=[CH:14][CH:13]=[C:12]([F:11])[CH:17]=2)=[CH:9][C:6]=1[CH:7]=[O:8], predict the reactants needed to synthesize it. The reactants are: Br[C:2]1[CH:3]=[CH:4][C:5]([F:10])=[C:6]([CH:9]=1)[CH:7]=[O:8].[F:11][C:12]1[CH:13]=[C:14](B(O)O)[CH:15]=[CH:16][CH:17]=1.C([O-])([O-])=O.[K+].[K+].CN(C=O)C. (10) Given the product [Cl:2][C:3]1[CH:12]=[CH:11][C:10]2[N:9]=[C:8]([N:13]3[CH2:18][CH2:17][CH:16]([C:19]([NH:67][OH:68])=[O:20])[CH2:15][CH2:14]3)[CH:7]=[CH:6][C:5]=2[C:4]=1[C:22]([NH:24][CH2:25][C:26]12[CH2:33][CH:32]3[CH2:31][CH:30]([CH2:29][CH:28]([CH2:34]3)[CH2:27]1)[CH2:35]2)=[O:23], predict the reactants needed to synthesize it. The reactants are: [Na+].[Cl:2][C:3]1[C:4]([C:22]([NH:24][CH2:25][C:26]23[CH2:35][CH:30]4[CH2:31][CH:32]([CH2:34][CH:28]([CH2:29]4)[CH2:27]2)[CH2:33]3)=[O:23])=[C:5]2[C:10](=[CH:11][CH:12]=1)[N:9]=[C:8]([N:13]1[CH2:18][CH2:17][CH:16]([C:19]([O-])=[O:20])[CH2:15][CH2:14]1)[CH:7]=[CH:6]2.C(N(CC)CC)C.C1CN([P+](Br)(N2CCCC2)N2CCCC2)CC1.F[P-](F)(F)(F)(F)F.[NH2:67][OH:68].